This data is from Forward reaction prediction with 1.9M reactions from USPTO patents (1976-2016). The task is: Predict the product of the given reaction. (1) Given the reactants [CH2:1]([N:8]1[CH2:12][CH:11]([N:13](C(OC(C)(C)C)=O)[CH2:14][C:15]2[CH:20]=[CH:19][C:18]([F:21])=[CH:17][C:16]=2[F:22])[CH2:10][CH:9]1[C:30](O)=[O:31])[C:2]1[CH:7]=[CH:6][CH:5]=[CH:4][CH:3]=1.[N:33]1([C:39]2[CH:44]=[CH:43][C:42]([C:45](=[O:47])[CH3:46])=[CH:41][CH:40]=2)[CH2:38][CH2:37][NH:36][CH2:35][CH2:34]1, predict the reaction product. The product is: [CH2:1]([N:8]1[CH2:12][C@@H:11]([NH:13][CH2:14][C:15]2[CH:20]=[CH:19][C:18]([F:21])=[CH:17][C:16]=2[F:22])[CH2:10][C@H:9]1[C:30]([N:36]1[CH2:37][CH2:38][N:33]([C:39]2[CH:40]=[CH:41][C:42]([C:45](=[O:47])[CH3:46])=[CH:43][CH:44]=2)[CH2:34][CH2:35]1)=[O:31])[C:2]1[CH:7]=[CH:6][CH:5]=[CH:4][CH:3]=1. (2) The product is: [F:1][C:2]1[CH:3]=[C:4]([CH:22]=[CH:23][C:24]=1[NH:25][C:26]([NH:28][C:29]1[CH:34]=[C:33]([CH3:35])[CH:32]=[CH:31][C:30]=1[F:36])=[O:27])[O:5][C:6]1[CH:11]=[CH:10][N:9]=[C:8]2[CH:12]=[C:13]([C:15]([NH:17][CH2:53][CH2:52][CH2:56][N:41]3[CH2:42][CH2:43][CH:38]([OH:37])[CH2:39][CH2:40]3)=[O:16])[S:14][C:7]=12. Given the reactants [F:1][C:2]1[CH:3]=[C:4]([CH:22]=[CH:23][C:24]=1[NH:25][C:26]([NH:28][C:29]1[CH:34]=[C:33]([CH3:35])[CH:32]=[CH:31][C:30]=1[F:36])=[O:27])[O:5][C:6]1[CH:11]=[CH:10][N:9]=[C:8]2[CH:12]=[C:13]([C:15]([NH:17]CCC=O)=[O:16])[S:14][C:7]=12.[OH:37][CH:38]1[CH2:43][CH2:42][NH:41][CH2:40][CH2:39]1.C(O)(=O)C.C([BH3-])#N.[Na+].[CH2:52]1[CH2:56]OC[CH2:53]1, predict the reaction product. (3) Given the reactants [Br:1][C:2]1[CH:10]=[CH:9][C:5]([C:6]([OH:8])=[O:7])=[CH:4][C:3]=1[CH3:11].S(Cl)(Cl)=O.[CH3:16][CH2:17]O, predict the reaction product. The product is: [CH2:16]([O:7][C:6](=[O:8])[C:5]1[CH:9]=[CH:10][C:2]([Br:1])=[C:3]([CH3:11])[CH:4]=1)[CH3:17].